Dataset: Reaction yield outcomes from USPTO patents with 853,638 reactions. Task: Predict the reaction yield, written as a fraction of the theoretical maximum amount of product (1.0 means a 100% yield; for example, 0.34 means a 34% yield). (1) The reactants are [C:1]([C:4]1[CH:15]=[CH:14][C:7]([O:8][CH2:9][C:10]([O:12][CH3:13])=[O:11])=[C:6](Br)[CH:5]=1)(=[O:3])[CH3:2].[F:17][C:18]([F:29])([F:28])[C:19]1[CH:20]=[C:21](B(O)O)[CH:22]=[CH:23][CH:24]=1.C([O-])([O-])=O.[K+].[K+]. The catalyst is CC(O)(C)C.O.CCOC(C)=O.[Pd].C1(P(C2C=CC=CC=2)C2C=CC=CC=2)C=CC=CC=1.C1(P(C2C=CC=CC=2)C2C=CC=CC=2)C=CC=CC=1.C1(P(C2C=CC=CC=2)C2C=CC=CC=2)C=CC=CC=1.C1(P(C2C=CC=CC=2)C2C=CC=CC=2)C=CC=CC=1. The product is [C:1]([C:4]1[CH:15]=[CH:14][C:7]([O:8][CH2:9][C:10]([O:12][CH3:13])=[O:11])=[C:6]([C:23]2[CH:22]=[CH:21][CH:20]=[C:19]([C:18]([F:29])([F:28])[F:17])[CH:24]=2)[CH:5]=1)(=[O:3])[CH3:2]. The yield is 0.740. (2) The reactants are [C:1]([C:3]1[CH:8]=[CH:7][C:6]([C:9]2([O:12][CH:13]([CH3:15])[CH3:14])[CH2:11][CH2:10]2)=[CH:5][C:4]=1CC)#[CH:2].[CH2:18]([O:20][C:21](=[O:29])[C:22]1[CH:27]=[CH:26][C:25](I)=[CH:24][CH:23]=1)[CH3:19].[CH2:30](N(CC)CC)[CH3:31]. The catalyst is [Cu]I.Cl[Pd](Cl)([P](C1C=CC=CC=1)(C1C=CC=CC=1)C1C=CC=CC=1)[P](C1C=CC=CC=1)(C1C=CC=CC=1)C1C=CC=CC=1. The product is [CH:13]([O:12][C:9]1([C:6]2[CH:5]=[CH:4][C:3]([C:1]#[C:2][C:25]3[CH:26]=[CH:27][C:22]([C:21]([O:20][CH2:18][CH3:19])=[O:29])=[CH:23][CH:24]=3)=[CH:8][C:7]=2[CH2:30][CH3:31])[CH2:10][CH2:11]1)([CH3:14])[CH3:15]. The yield is 0.710. (3) The reactants are [Br:1][C:2]1[CH:3]=[CH:4][CH:5]=[C:6]2[C:11]=1[NH:10][C:9](=O)[N:8]([CH:13]1[CH2:16][CH2:15][CH2:14]1)[C:7]2=[O:17].P(Cl)(Cl)([Cl:20])=O.CCN(C(C)C)C(C)C.[OH-].[Na+]. The catalyst is O. The product is [Br:1][C:2]1[CH:3]=[CH:4][CH:5]=[C:6]2[C:11]=1[N:10]=[C:9]([Cl:20])[N:8]([CH:13]1[CH2:16][CH2:15][CH2:14]1)[C:7]2=[O:17]. The yield is 0.760.